This data is from Forward reaction prediction with 1.9M reactions from USPTO patents (1976-2016). The task is: Predict the product of the given reaction. (1) The product is: [F:46][C:19]1[C:20]([N:25]([CH3:45])[C:26]([C:28]2[N:32]([CH3:33])[N:31]=[C:30]([C:34]([F:39])([F:40])[C:35]([F:38])([F:37])[F:36])[C:29]=2[C:41]([F:44])([F:42])[F:43])=[O:27])=[CH:21][CH:22]=[C:23]([F:24])[C:18]=1[CH2:16][NH:17][C:9](=[O:10])[O:11][C:12]([CH3:13])([CH3:14])[CH3:15]. Given the reactants [C:9](O[C:9]([O:11][C:12]([CH3:15])([CH3:14])[CH3:13])=[O:10])([O:11][C:12]([CH3:15])([CH3:14])[CH3:13])=[O:10].[C:16]([C:18]1[C:19]([F:46])=[C:20]([N:25]([CH3:45])[C:26]([C:28]2[N:32]([CH3:33])[N:31]=[C:30]([C:34]([F:40])([F:39])[C:35]([F:38])([F:37])[F:36])[C:29]=2[C:41]([F:44])([F:43])[F:42])=[O:27])[CH:21]=[CH:22][C:23]=1[F:24])#[N:17].[BH4-].[Na+].NCCNCCN, predict the reaction product. (2) Given the reactants [CH3:1][O:2][C:3]1[CH:21]=[CH:20][C:6]([CH2:7][N:8]2[CH:12]=[C:11]([C:13](=O)[CH2:14][S:15][C:16]#[N:17])[C:10]([CH3:19])=[N:9]2)=[CH:5][CH:4]=1.Cl.CC[OH:25], predict the reaction product. The product is: [CH3:1][O:2][C:3]1[CH:21]=[CH:20][C:6]([CH2:7][N:8]2[CH:12]=[C:11]([C:13]3[N:17]=[C:16]([OH:25])[S:15][CH:14]=3)[C:10]([CH3:19])=[N:9]2)=[CH:5][CH:4]=1. (3) The product is: [Cl:31][C:26]1[CH:27]=[CH:28][CH:29]=[CH:30][C:25]=1[C:23]1[CH2:22][CH2:21][C@@H:16]([C:17]([O:19][CH3:20])=[O:18])[N:15]=1. Given the reactants C(O)(C(F)(F)F)=O.C(OC([NH:15][C@@H:16]([CH2:21][CH2:22][C:23]([C:25]1[CH:30]=[CH:29][CH:28]=[CH:27][C:26]=1[Cl:31])=O)[C:17]([O:19][CH3:20])=[O:18])=O)(C)(C)C, predict the reaction product. (4) The product is: [S:1]1[C:5]2[CH:6]=[CH:7][CH:8]=[CH:9][C:4]=2[N:3]=[C:2]1[C:10]1[C:14]([CH2:15][CH2:16][CH2:17][CH2:18][N:36]([CH3:35])[CH3:32])=[N:13][NH:12][C:11]=1[NH2:20]. Given the reactants [S:1]1[C:5]2[CH:6]=[CH:7][CH:8]=[CH:9][C:4]=2[N:3]=[C:2]1[C:10]1[C:14]([CH2:15][CH2:16][CH2:17][CH2:18]Br)=[N:13][NH:12][C:11]=1[NH2:20].NC1NN=C(CCCCO)C=1[C:32]1SC2C=CC=C[C:35]=2[N:36]=1.CNC.C1COCC1, predict the reaction product. (5) Given the reactants CO[CH:3]1[CH2:7][CH2:6][CH:5](OC)[O:4]1.Cl.[CH2:11]([NH2:18])[C:12]1[CH:17]=[CH:16][CH:15]=[CH:14][CH:13]=1.O=[C:20]([C:24](O)=O)[C:21](O)=O.C([O-])(=O)C.[Na+].[OH-].[Na+], predict the reaction product. The product is: [CH2:11]([N:18]1[CH:6]2[CH2:5][CH2:24][CH:20]1[CH2:21][C:3](=[O:4])[CH2:7]2)[C:12]1[CH:17]=[CH:16][CH:15]=[CH:14][CH:13]=1.